From a dataset of Experimentally validated miRNA-target interactions with 360,000+ pairs, plus equal number of negative samples. Binary Classification. Given a miRNA mature sequence and a target amino acid sequence, predict their likelihood of interaction. (1) The miRNA is hsa-miR-216b-3p with sequence ACACACUUACCCGUAGAGAUUCUA. The protein sequence of the target gene is MAAEPPALRLRPPGSTGDSPPVPRLLGGCVPLSHQVAGHMYGKDKVGILQHPDGTVLKQLQPPPRGPRELEFYTMVYAADCADAVLLELRKHLPKYYGVWSPPTAPNDVYLKLEDVTHKFNKPCIMDVKIGRKSYDPFASSEKIQQQVSKYPLMEEIGFLVLGMRVYHLHSDSYETQNQHYGRGLTKETLKEGVSKFFHNGFCLRKDAIAASIQKVEKILQWFENQKQLNFYASSLLFVYEGSSQPATTKANDRTLAGRFLSKGPLTDADGLECNNNFHLFGAPPNGMSVGKSLSKAYSR.... Result: 0 (no interaction). (2) The miRNA is hsa-miR-6779-5p with sequence CUGGGAGGGGCUGGGUUUGGC. The protein sequence of the target gene is MAMTGSTPCSSMSNHTKERVTMTKVTLENFYSNLIAQHEEREMRQKKLEKVMEEEGLKDEEKRLRRSAHARKETEFLRLKRTRLGLEDFESLKVIGRGAFGEVRLVQKKDTGHVYAMKILRKADMLEKEQVGHIRAERDILVEADSLWVVKMFYSFQDKLNLYLIMEFLPGGDMMTLLMKKDTLTEEETQFYIAETVLAIDSIHQLGFIHRDIKPDNLLLDSKGHVKLSDFGLCTGLKKAHRTEFYRNLNHSLPSDFTFQNMNSKRKAETWKRNRRQLAFSTVGTPDYIAPEVFMQTGYN.... Result: 1 (interaction). (3) The miRNA is hsa-miR-6787-3p with sequence UCUCAGCUGCUGCCCUCUCCAG. The protein sequence of the target gene is MANEAYPCPCDIGHRLEYGGLGREVQVEHIKAYVTKSPVDAGKAVIVIQDIFGWQLPNTRYIADMISGNGYTTIVPDFFVGQEPWDPSGDWSIFPEWLKTRNAQKIDREISAILKYLKQQCHAQKIGIVGFCWGGTAVHHLMMKYSEFRAGVSVYGIVKDSEDIYNLKNPTLFIFAENDVVIPLKDVSLLTQKLKEHCKVEYQIKTFSGQTHGFVHRKREDCSPADKPYIDEARRNLIEWLNKYM. Result: 1 (interaction). (4) The miRNA is hsa-miR-548as-5p with sequence AAAAGUAAUUGCGGGUUUUGCC. The protein sequence of the target gene is MAGPQPLALQLEQLLNPRPSEADPEADPEEATAARVIDRFDEGEDGEGDFLVVGSIRKLASASLLDTDKRYCGKTTSRKAWNEDHWEQTLPGSSDEEISDEEGSGDEDSEGLGLEEYDEDDLGAAEEQECGDHRESKKSRSHSAKTPGFSVQSISDFEKFTKGMDDLGSSEEEEDEESGMEEGDDAEDSQGESEEDRAGDRNSEDDGVVMTFSSVKVSEEVEKGRAVKNQIALWDQLLEGRIKLQKALLTTNQLPQPDVFPLFKDKGGPEFSSALKNSHKALKALLRSLVGLQEELLFQY.... Result: 0 (no interaction).